From a dataset of Forward reaction prediction with 1.9M reactions from USPTO patents (1976-2016). Predict the product of the given reaction. Given the reactants [CH3:1][C:2]1([CH3:15])[C@@H:4]2[CH2:5][C:6]3[C:10]([C@H:3]12)=[C:9]([CH3:11])[S:8][C:7]=3[C:12](=[O:14])[CH3:13].[CH:16](=O)[C:17]1[CH:24]=[CH:23][C:20]([CH:21]=[O:22])=[CH:19][CH:18]=1, predict the reaction product. The product is: [O:14]=[C:12]([C:7]1[S:8][C:9]([CH3:11])=[C:10]2[C:6]=1[CH2:5][C@H:4]1[C:2]([CH3:15])([CH3:1])[C@H:3]12)[CH:13]=[CH:16][C:17]1[CH:24]=[CH:23][C:20]([CH:21]=[O:22])=[CH:19][CH:18]=1.